Dataset: TCR-epitope binding with 47,182 pairs between 192 epitopes and 23,139 TCRs. Task: Binary Classification. Given a T-cell receptor sequence (or CDR3 region) and an epitope sequence, predict whether binding occurs between them. (1) The epitope is RLRAEAQVK. The TCR CDR3 sequence is CATSSTGLKTQYF. Result: 1 (the TCR binds to the epitope). (2) The epitope is YFPLQSYGF. The TCR CDR3 sequence is CASREGGTEAFF. Result: 1 (the TCR binds to the epitope). (3) The epitope is TPRVTGGGAM. The TCR CDR3 sequence is CASDSGVFSYEQYF. Result: 1 (the TCR binds to the epitope). (4) The epitope is TAFTIPSI. The TCR CDR3 sequence is CASSWQGGNGYTF. Result: 0 (the TCR does not bind to the epitope). (5) The epitope is KLSYGIATV. The TCR CDR3 sequence is CASSQGGLLLSEQYF. Result: 1 (the TCR binds to the epitope). (6) The epitope is NEGVKAAW. The TCR CDR3 sequence is CASSESDRAKETQYF. Result: 0 (the TCR does not bind to the epitope). (7) The epitope is FLNGSCGSV. The TCR CDR3 sequence is CAINRGVTGELFF. Result: 1 (the TCR binds to the epitope). (8) The epitope is KRWIIMGLNK. The TCR CDR3 sequence is CASSFGTGGEQYF. Result: 1 (the TCR binds to the epitope). (9) The epitope is SEETGTLIV. The TCR CDR3 sequence is CASSLIRGTGELFF. Result: 0 (the TCR does not bind to the epitope). (10) The epitope is YLNTLTLAV. The TCR CDR3 sequence is CASSPRADSDIASYEQYF. Result: 0 (the TCR does not bind to the epitope).